Dataset: NCI-60 drug combinations with 297,098 pairs across 59 cell lines. Task: Regression. Given two drug SMILES strings and cell line genomic features, predict the synergy score measuring deviation from expected non-interaction effect. (1) Drug 1: CCCS(=O)(=O)NC1=C(C(=C(C=C1)F)C(=O)C2=CNC3=C2C=C(C=N3)C4=CC=C(C=C4)Cl)F. Drug 2: CCCCC(=O)OCC(=O)C1(CC(C2=C(C1)C(=C3C(=C2O)C(=O)C4=C(C3=O)C=CC=C4OC)O)OC5CC(C(C(O5)C)O)NC(=O)C(F)(F)F)O. Cell line: KM12. Synergy scores: CSS=-2.04, Synergy_ZIP=0.716, Synergy_Bliss=-1.11, Synergy_Loewe=-8.46, Synergy_HSA=-4.29. (2) Drug 1: CCCCCOC(=O)NC1=NC(=O)N(C=C1F)C2C(C(C(O2)C)O)O. Drug 2: C1=CN(C=N1)CC(O)(P(=O)(O)O)P(=O)(O)O. Cell line: OVCAR-4. Synergy scores: CSS=1.56, Synergy_ZIP=0.825, Synergy_Bliss=1.49, Synergy_Loewe=-0.228, Synergy_HSA=1.03. (3) Drug 1: C1CN(CCN1C(=O)CCBr)C(=O)CCBr. Drug 2: CCC1(C2=C(COC1=O)C(=O)N3CC4=CC5=C(C=CC(=C5CN(C)C)O)N=C4C3=C2)O.Cl. Cell line: K-562. Synergy scores: CSS=42.8, Synergy_ZIP=-9.86, Synergy_Bliss=-7.17, Synergy_Loewe=-21.2, Synergy_HSA=-3.49. (4) Drug 1: CCCCCOC(=O)NC1=NC(=O)N(C=C1F)C2C(C(C(O2)C)O)O. Drug 2: CC1CCCC2(C(O2)CC(NC(=O)CC(C(C(=O)C(C1O)C)(C)C)O)C(=CC3=CSC(=N3)C)C)C. Cell line: HCT-15. Synergy scores: CSS=35.0, Synergy_ZIP=1.82, Synergy_Bliss=3.74, Synergy_Loewe=-40.9, Synergy_HSA=3.50. (5) Drug 1: COC1=NC(=NC2=C1N=CN2C3C(C(C(O3)CO)O)O)N. Drug 2: CC1=C2C(C(=O)C3(C(CC4C(C3C(C(C2(C)C)(CC1OC(=O)C(C(C5=CC=CC=C5)NC(=O)OC(C)(C)C)O)O)OC(=O)C6=CC=CC=C6)(CO4)OC(=O)C)O)C)O. Cell line: SNB-19. Synergy scores: CSS=-3.96, Synergy_ZIP=0.932, Synergy_Bliss=-4.42, Synergy_Loewe=-12.7, Synergy_HSA=-11.4. (6) Drug 1: CC1=C(C(=O)C2=C(C1=O)N3CC4C(C3(C2COC(=O)N)OC)N4)N. Drug 2: C1CNP(=O)(OC1)N(CCCl)CCCl. Cell line: HCT-15. Synergy scores: CSS=2.83, Synergy_ZIP=-6.33, Synergy_Bliss=-1.85, Synergy_Loewe=-22.6, Synergy_HSA=-3.79. (7) Drug 1: C1=NC2=C(N1)C(=S)N=C(N2)N. Drug 2: CN(CC1=CN=C2C(=N1)C(=NC(=N2)N)N)C3=CC=C(C=C3)C(=O)NC(CCC(=O)O)C(=O)O. Cell line: UACC-257. Synergy scores: CSS=15.1, Synergy_ZIP=-4.74, Synergy_Bliss=-1.72, Synergy_Loewe=-4.19, Synergy_HSA=-0.760. (8) Drug 1: CC12CCC3C(C1CCC2=O)CC(=C)C4=CC(=O)C=CC34C. Drug 2: C1=CC(=CC=C1CCCC(=O)O)N(CCCl)CCCl. Cell line: A498. Synergy scores: CSS=34.8, Synergy_ZIP=-1.76, Synergy_Bliss=1.95, Synergy_Loewe=2.61, Synergy_HSA=4.76. (9) Drug 1: CC1C(C(CC(O1)OC2CC(OC(C2O)C)OC3=CC4=CC5=C(C(=O)C(C(C5)C(C(=O)C(C(C)O)O)OC)OC6CC(C(C(O6)C)O)OC7CC(C(C(O7)C)O)OC8CC(C(C(O8)C)O)(C)O)C(=C4C(=C3C)O)O)O)O. Drug 2: CC1CCC2CC(C(=CC=CC=CC(CC(C(=O)C(C(C(=CC(C(=O)CC(OC(=O)C3CCCCN3C(=O)C(=O)C1(O2)O)C(C)CC4CCC(C(C4)OC)O)C)C)O)OC)C)C)C)OC. Cell line: PC-3. Synergy scores: CSS=6.69, Synergy_ZIP=4.26, Synergy_Bliss=4.13, Synergy_Loewe=-1.98, Synergy_HSA=3.45.